From a dataset of Catalyst prediction with 721,799 reactions and 888 catalyst types from USPTO. Predict which catalyst facilitates the given reaction. (1) Reactant: [Cl:1][C:2]1[C:17]([NH:18][S:19]([CH2:22][CH2:23][CH3:24])(=[O:21])=[O:20])=[CH:16][CH:15]=[C:14]([F:25])[C:3]=1[C:4]([O:6]CC1C=CC=CC=1)=[O:5].[OH-].[Ba+2].[OH-].Cl.C(=O)(O)[O-].[Na+]. Product: [Cl:1][C:2]1[C:17]([NH:18][S:19]([CH2:22][CH2:23][CH3:24])(=[O:20])=[O:21])=[CH:16][CH:15]=[C:14]([F:25])[C:3]=1[C:4]([OH:6])=[O:5]. The catalyst class is: 38. (2) Reactant: [CH2:1]([N:8]1[C:16]2[C:11](=[CH:12][CH:13]=[CH:14][CH:15]=2)[C:10]([C:18]2[CH:23]=[C:22]([CH3:24])[C:21]([O:25][Si](C(C)(C)C)(C)C)=[C:20]([CH3:33])[CH:19]=2)([OH:17])[C:9]1=[O:34])[C:2]1[CH:7]=[CH:6][CH:5]=[CH:4][CH:3]=1.C(OCC)(=O)C. Product: [CH2:1]([N:8]1[C:16]2[C:11](=[CH:12][CH:13]=[CH:14][CH:15]=2)[C:10]([OH:17])([C:18]2[CH:23]=[C:22]([CH3:24])[C:21]([OH:25])=[C:20]([CH3:33])[CH:19]=2)[C:9]1=[O:34])[C:2]1[CH:7]=[CH:6][CH:5]=[CH:4][CH:3]=1. The catalyst class is: 1. (3) Reactant: Cl[C:2]1[C:7]([CH2:8][OH:9])=[CH:6][C:5]([F:10])=[C:4]([Cl:11])[N:3]=1.CCN(CC)CC.C(O)=O. Product: [Cl:11][C:4]1[N:3]=[CH:2][C:7]([CH2:8][OH:9])=[CH:6][C:5]=1[F:10]. The catalyst class is: 70. (4) Reactant: [CH2:1]([N:3]1[C:7](/[CH:8]=[CH:9]\[C:10]2[C:11]([O:21][CH2:22][C:23]3[CH:48]=[CH:47][C:26]([O:27][CH2:28][C:29]4[N:30]=[C:31]([C:35]5[CH:40]=[CH:39][C:38]([CH2:41][C:42]([O:44]CC)=[O:43])=[CH:37][CH:36]=5)[O:32][C:33]=4[CH3:34])=[C:25]([O:49][CH3:50])[CH:24]=3)=[N:12][N:13]([C:15]3[CH:20]=[CH:19][CH:18]=[CH:17][CH:16]=3)[CH:14]=2)=[CH:6][N:5]=[CH:4]1)[CH3:2].[OH-].[Na+].O1CCCC1.Cl. Product: [CH2:1]([N:3]1[C:7](/[CH:8]=[CH:9]\[C:10]2[C:11]([O:21][CH2:22][C:23]3[CH:48]=[CH:47][C:26]([O:27][CH2:28][C:29]4[N:30]=[C:31]([C:35]5[CH:36]=[CH:37][C:38]([CH2:41][C:42]([OH:44])=[O:43])=[CH:39][CH:40]=5)[O:32][C:33]=4[CH3:34])=[C:25]([O:49][CH3:50])[CH:24]=3)=[N:12][N:13]([C:15]3[CH:16]=[CH:17][CH:18]=[CH:19][CH:20]=3)[CH:14]=2)=[CH:6][N:5]=[CH:4]1)[CH3:2]. The catalyst class is: 8. (5) Product: [Cl:31][C:28]1[CH:29]=[CH:30][C:25]([CH:17]([C:18]2[CH:19]=[CH:20][C:21]([Cl:24])=[CH:22][CH:23]=2)[N:15]2[CH2:16][C:13](=[C:4]([C:5]3[CH:6]=[C:7]([F:12])[CH:8]=[C:9]([F:11])[CH:10]=3)[CH2:3][OH:2])[CH2:14]2)=[CH:26][CH:27]=1. Reactant: C[O:2][C:3](=O)[C:4](=[C:13]1[CH2:16][N:15]([CH:17]([C:25]2[CH:30]=[CH:29][C:28]([Cl:31])=[CH:27][CH:26]=2)[C:18]2[CH:23]=[CH:22][C:21]([Cl:24])=[CH:20][CH:19]=2)[CH2:14]1)[C:5]1[CH:10]=[C:9]([F:11])[CH:8]=[C:7]([F:12])[CH:6]=1.CC(C[AlH]CC(C)C)C.O.O.O.O.O.O.O.O.O.O.S([O-])([O-])(=O)=O.[Na+].[Na+]. The catalyst class is: 168. (6) Reactant: FC(F)(F)C(O)=O.[CH2:8]([NH:12][C:13]1[N:21]=[C:20]2[C:16]([N:17]=[C:18]([O:22][CH3:23])[NH:19]2)=[C:15]([NH2:24])[N:14]=1)[CH2:9][CH2:10][CH3:11].C(=O)([O-])[O-].[K+].[K+].Br[CH2:32][CH:33]1[CH2:38][CH2:37][O:36][CH2:35][CH2:34]1. Product: [CH2:8]([NH:12][C:13]1[N:21]=[C:20]2[C:16]([N:17]=[C:18]([O:22][CH3:23])[N:19]2[CH2:32][CH:33]2[CH2:38][CH2:37][O:36][CH2:35][CH2:34]2)=[C:15]([NH2:24])[N:14]=1)[CH2:9][CH2:10][CH3:11]. The catalyst class is: 42. (7) Product: [Cl:17][CH:18]([CH2:22][CH3:23])[C:19]([NH:1][C:2]1[CH:16]=[CH:15][CH:14]=[CH:13][C:3]=1[C:4]([NH:6][C:7]1[CH:12]=[CH:11][CH:10]=[CH:9][CH:8]=1)=[O:5])=[O:20]. Reactant: [NH2:1][C:2]1[CH:16]=[CH:15][CH:14]=[CH:13][C:3]=1[C:4]([NH:6][C:7]1[CH:12]=[CH:11][CH:10]=[CH:9][CH:8]=1)=[O:5].[Cl:17][CH:18]([CH2:22][CH3:23])[C:19](O)=[O:20].C(N(CC)CC)C.C1(N=C=NC2CCCCC2)CCCCC1. The catalyst class is: 112. (8) Product: [C:7]1([C:13]2[C:24]([CH2:25][OH:26])=[C:16]3[C:17]4[CH2:23][CH2:22][O:21][C:18]=4[CH:19]=[CH:20][N:15]3[N:14]=2)[CH:8]=[CH:9][CH:10]=[CH:11][CH:12]=1. The catalyst class is: 7. Reactant: [H-].[Al+3].[Li+].[H-].[H-].[H-].[C:7]1([C:13]2[C:24]([C:25](OC)=[O:26])=[C:16]3[C:17]4[CH2:23][CH2:22][O:21][C:18]=4[CH:19]=[CH:20][N:15]3[N:14]=2)[CH:12]=[CH:11][CH:10]=[CH:9][CH:8]=1.O.O.O.O.O.O.O.O.O.O.S([O-])([O-])(=O)=O.[Na+].[Na+].